This data is from Reaction yield outcomes from USPTO patents with 853,638 reactions. The task is: Predict the reaction yield, written as a fraction of the theoretical maximum amount of product (1.0 means a 100% yield; for example, 0.34 means a 34% yield). (1) The reactants are C1(C2C=CC=CC=2)C=CC=C(N[C:8](=[O:22])[CH2:9][CH2:10][CH2:11][CH2:12][CH2:13][NH:14][C:15](=[O:21])[O:16][C:17]([CH3:20])([CH3:19])[CH3:18])C=1.[NH2:29][C@@H:30]([CH2:42][C:43]1[C:51]2[C:46](=[CH:47][CH:48]=[CH:49][CH:50]=2)[N:45]([CH3:52])[CH:44]=1)[C:31]([NH:33][CH2:34][CH2:35][CH2:36][CH2:37][C:38]([O:40][CH3:41])=[O:39])=[O:32].[C:53]1([C:59]2[CH:60]=[C:61]([CH:63]=[CH:64][CH:65]=2)N)C=CC=CC=1. No catalyst specified. The product is [CH2:53]([O:21][C:15]([NH:14][C@H:9]([C:8](=[O:22])[NH:29][C@@H:30]([CH2:42][C:43]1[C:51]2[C:46](=[CH:47][CH:48]=[CH:49][CH:50]=2)[N:45]([CH3:52])[CH:44]=1)[C:31](=[O:32])[NH:33][CH2:34][CH2:35][CH2:36][CH2:37][C:38]([O:40][CH3:41])=[O:39])[CH2:10][CH2:11][CH2:12][CH2:13][NH:14][C:15](=[O:21])[O:16][C:17]([CH3:18])([CH3:19])[CH3:20])=[O:16])[C:59]1[CH:65]=[CH:64][CH:63]=[CH:61][CH:60]=1. The yield is 0.980. (2) The reactants are S(OCC)(O[CH2:5][CH3:6])(=O)=O.[OH:10][C:11](=[CH:15][C:16]1[CH:21]=[CH:20][CH:19]=[C:18]([N+:22]([O-:24])=[O:23])[CH:17]=1)[C:12]([OH:14])=O.[C:25](=O)([O-])[O-].[Cs+].[Cs+].CN([CH:34]=[O:35])C. No catalyst specified. The product is [CH2:5]([O:10][C:11](=[CH:15][C:16]1[CH:21]=[CH:20][CH:19]=[C:18]([N+:22]([O-:24])=[O:23])[CH:17]=1)[C:12]([O:35][CH2:34][CH3:25])=[O:14])[CH3:6]. The yield is 0.720. (3) The reactants are Cl[C:2]1[CH:11]=[CH:10][C:5]([C:6]([O:8][CH3:9])=[O:7])=[C:4]([O:12][CH3:13])[N:3]=1.[B:14]1([B:14]2[O:18][C:17]([CH3:20])([CH3:19])[C:16]([CH3:22])([CH3:21])[O:15]2)[O:18][C:17]([CH3:20])([CH3:19])[C:16]([CH3:22])([CH3:21])[O:15]1.C([O-])(=O)C.[K+].COCCOC. The catalyst is C(OCC)(=O)C.C1C=CC(P(C2C=CC=CC=2)[C-]2C=CC=C2)=CC=1.C1C=CC(P(C2C=CC=CC=2)[C-]2C=CC=C2)=CC=1.Cl[Pd]Cl.[Fe+2]. The product is [CH3:13][O:12][C:4]1[N:3]=[C:2]([B:14]2[O:18][C:17]([CH3:20])([CH3:19])[C:16]([CH3:22])([CH3:21])[O:15]2)[CH:11]=[CH:10][C:5]=1[C:6]([O:8][CH3:9])=[O:7]. The yield is 0.700. (4) The reactants are [CH2:1]([N:5]1[CH:10]=[CH:9][C:8]([N:11]2[CH2:16][CH2:15][CH:14]([C:17]3[CH:22]=[CH:21][CH:20]=[CH:19][CH:18]=3)[CH2:13][CH2:12]2)=[CH:7][C:6]1=[O:23])[CH2:2][CH2:3][CH3:4].[Cl:24]N1C(=O)CCC1=O. The catalyst is C(Cl)Cl. The product is [CH2:1]([N:5]1[CH:10]=[CH:9][C:8]([N:11]2[CH2:12][CH2:13][CH:14]([C:17]3[CH:18]=[CH:19][CH:20]=[CH:21][CH:22]=3)[CH2:15][CH2:16]2)=[C:7]([Cl:24])[C:6]1=[O:23])[CH2:2][CH2:3][CH3:4]. The yield is 0.820. (5) The reactants are [OH:1][C:2]1[CH:11]=[CH:10][C:5]([C:6]([O:8][CH3:9])=[O:7])=[CH:4][C:3]=1[C:12]([F:15])([F:14])[F:13].[CH3:16][N:17]1[C:22]([CH3:24])([CH3:23])[CH2:21][CH:20](O)[CH2:19][C:18]1([CH3:27])[CH3:26].N(C(OC(C)(C)C)=O)=NC(OC(C)(C)C)=O.C1C=CC(P(C2C=CC=CC=2)C2C=CC=CC=2)=CC=1. The catalyst is C(Cl)Cl. The product is [CH3:16][N:17]1[C:18]([CH3:27])([CH3:26])[CH2:19][CH:20]([O:1][C:2]2[CH:11]=[CH:10][C:5]([C:6]([O:8][CH3:9])=[O:7])=[CH:4][C:3]=2[C:12]([F:13])([F:14])[F:15])[CH2:21][C:22]1([CH3:24])[CH3:23]. The yield is 0.596. (6) The reactants are Br[C:2]1[CH:3]=[CH:4][C:5]2[O:11][CH2:10][CH2:9][N:8]3[C:12]([C:18]([NH:20][CH3:21])=[O:19])=[C:13]([C:15]([NH2:17])=[O:16])[N:14]=[C:7]3[C:6]=2[CH:22]=1.[N:23]1[CH:28]=[CH:27][CH:26]=[CH:25][C:24]=1[C@:29]([OH:33])([C:31]#[CH:32])[CH3:30]. No catalyst specified. The product is [OH:33][C@@:29]([C:24]1[CH:25]=[CH:26][CH:27]=[CH:28][N:23]=1)([CH3:30])[C:31]#[C:32][C:2]1[CH:3]=[CH:4][C:5]2[O:11][CH2:10][CH2:9][N:8]3[C:12]([C:18]([NH:20][CH3:21])=[O:19])=[C:13]([C:15]([NH2:17])=[O:16])[N:14]=[C:7]3[C:6]=2[CH:22]=1. The yield is 0.0610. (7) The reactants are [F:1][C:2]([F:7])([F:6])[C:3]([OH:5])=[O:4].[CH:8]12[CH2:17][CH:12]3[CH2:13][CH:14]([CH2:16][CH:10]([CH2:11]3)[CH:9]1[NH:18][C:19]([CH:21]1[CH2:25][CH2:24][CH2:23][NH:22]1)=[O:20])[CH2:15]2.Br[CH2:27][C:28]1[CH:36]=[CH:35][C:31]([C:32]([OH:34])=[O:33])=[CH:30][CH:29]=1.CS(C)=O. The catalyst is CO. The product is [C:3]([OH:5])([C:2]([F:7])([F:6])[F:1])=[O:4].[CH:10]12[CH2:11][CH:12]3[CH2:13][CH:14]([CH2:15][CH:8]([CH2:17]3)[CH:9]1[NH:18][C:19]([CH:21]1[CH2:25][CH2:24][CH2:23][N:22]1[CH2:27][C:28]1[CH:36]=[CH:35][C:31]([C:32]([OH:34])=[O:33])=[CH:30][CH:29]=1)=[O:20])[CH2:16]2. The yield is 0.00100.